This data is from Reaction yield outcomes from USPTO patents with 853,638 reactions. The task is: Predict the reaction yield, written as a fraction of the theoretical maximum amount of product (1.0 means a 100% yield; for example, 0.34 means a 34% yield). (1) The reactants are C(N(CC)C(C)C)(C)C.[CH3:10][N:11]1[CH2:16][CH2:15][N:14]([C:17]2[S:18][CH:19]=[C:20]([C:22]3[CH:27]=[CH:26][C:25]([C:28]([NH:30][C:31]4([C:37]([NH:39][C@H:40]([CH2:45][OH:46])[CH2:41][CH2:42][S:43][CH3:44])=[O:38])[CH2:36][CH2:35][CH2:34][CH2:33][CH2:32]4)=[O:29])=[CH:24][CH:23]=3)[N:21]=2)[CH2:13][CH2:12]1. The catalyst is CS(C)=O.C(Cl)Cl. The product is [CH3:10][N:11]1[CH2:16][CH2:15][N:14]([C:17]2[S:18][CH:19]=[C:20]([C:22]3[CH:23]=[CH:24][C:25]([C:28]([NH:30][C:31]4([C:37]([NH:39][C@H:40]([CH:45]=[O:46])[CH2:41][CH2:42][S:43][CH3:44])=[O:38])[CH2:36][CH2:35][CH2:34][CH2:33][CH2:32]4)=[O:29])=[CH:26][CH:27]=3)[N:21]=2)[CH2:13][CH2:12]1. The yield is 0.640. (2) The reactants are [N+:1]([C:4]1[CH:15]=[C:7]2[CH2:8][N:9]([C:12](=[O:14])[CH3:13])[CH2:10][CH2:11][N:6]2[N:5]=1)([O-])=O. The catalyst is [Pd].CO. The product is [NH2:1][C:4]1[CH:15]=[C:7]2[CH2:8][N:9]([C:12](=[O:14])[CH3:13])[CH2:10][CH2:11][N:6]2[N:5]=1. The yield is 0.800. (3) The product is [NH2:23][C:21]1[CH:20]=[CH:19][C:3]([O:4][C:5]2[CH:10]=[CH:9][N:8]=[C:7]([NH:11][C:12]([N:14]3[CH2:15][CH2:16][CH2:17][CH2:18]3)=[O:13])[CH:6]=2)=[C:2]([F:1])[CH:22]=1. The catalyst is C(O)C.O.[Fe]. The yield is 0.890. The reactants are [F:1][C:2]1[CH:22]=[C:21]([N+:23]([O-])=O)[CH:20]=[CH:19][C:3]=1[O:4][C:5]1[CH:10]=[CH:9][N:8]=[C:7]([NH:11][C:12]([N:14]2[CH2:18][CH2:17][CH2:16][CH2:15]2)=[O:13])[CH:6]=1.[Cl-].[NH4+].C(OCC)(=O)C.O1CCCC1.C(OCC)(=O)C.CCCCCC. (4) The reactants are O[CH2:2]/[C:3](/[C:27]1[CH:32]=[CH:31][N:30]=[CH:29][CH:28]=1)=[C:4](/[C:9]1[CH:14]=[CH:13][C:12]([O:15][CH2:16][C:17]2[CH:26]=[CH:25][C:24]3[C:19](=[CH:20][CH:21]=[CH:22][CH:23]=3)[N:18]=2)=[CH:11][CH:10]=1)\[C:5]([NH:7][CH3:8])=[O:6].CCOCC.P(Br)(Br)Br.C([O-])(O)=O.[Na+]. The catalyst is C(Cl)Cl. The product is [CH3:8][N:7]1[CH2:2][C:3]([C:27]2[CH:32]=[CH:31][N:30]=[CH:29][CH:28]=2)=[C:4]([C:9]2[CH:10]=[CH:11][C:12]([O:15][CH2:16][C:17]3[CH:26]=[CH:25][C:24]4[C:19](=[CH:20][CH:21]=[CH:22][CH:23]=4)[N:18]=3)=[CH:13][CH:14]=2)[C:5]1=[O:6]. The yield is 0.850. (5) The reactants are [Cl:1][C:2]1[CH:23]=[CH:22][C:21](B2OC(C)(C)C(C)(C)O2)=[CH:20][C:3]=1[C:4]([NH:6][C:7]1[N:11]([C:12]2[CH:17]=[CH:16][CH:15]=[CH:14][CH:13]=2)[N:10]=[C:9]([C:18]#[N:19])[CH:8]=1)=[O:5].Cl[C:34]1[C:39]([F:40])=[CH:38][CH:37]=[C:36]([CH2:41][O:42][CH3:43])[N:35]=1.C(=O)([O-])[O-].[K+].[K+]. The catalyst is O1CCOCC1.O.C1C=CC([P]([Pd]([P](C2C=CC=CC=2)(C2C=CC=CC=2)C2C=CC=CC=2)([P](C2C=CC=CC=2)(C2C=CC=CC=2)C2C=CC=CC=2)[P](C2C=CC=CC=2)(C2C=CC=CC=2)C2C=CC=CC=2)(C2C=CC=CC=2)C2C=CC=CC=2)=CC=1. The product is [Cl:1][C:2]1[CH:23]=[CH:22][C:21]([C:34]2[C:39]([F:40])=[CH:38][CH:37]=[C:36]([CH2:41][O:42][CH3:43])[N:35]=2)=[CH:20][C:3]=1[C:4]([NH:6][C:7]1[N:11]([C:12]2[CH:17]=[CH:16][CH:15]=[CH:14][CH:13]=2)[N:10]=[C:9]([C:18]#[N:19])[CH:8]=1)=[O:5]. The yield is 0.750. (6) The reactants are [Br:1][C:2]1[CH:3]=[C:4]([CH:20]=[CH:21][CH:22]=1)[CH2:5][N:6]1[C:14]2[C:13](=[O:15])[N:12]([CH3:16])[C:11](=[O:17])[N:10]([CH3:18])[C:9]=2[N:8]=[C:7]1[SH:19].[OH-].[K+].Br[CH2:26][CH2:27][O:28][CH2:29][CH3:30]. The catalyst is C(O)C. The product is [Br:1][C:2]1[CH:3]=[C:4]([CH:20]=[CH:21][CH:22]=1)[CH2:5][N:6]1[C:14]2[C:13](=[O:15])[N:12]([CH3:16])[C:11](=[O:17])[N:10]([CH3:18])[C:9]=2[N:8]=[C:7]1[S:19][CH2:26][CH2:27][O:28][CH2:29][CH3:30]. The yield is 0.547. (7) The reactants are [CH3:1][S:2]([CH2:5][C:6](=[CH2:10])[C:7]([OH:9])=[O:8])(=[O:4])=[O:3]. The catalyst is CO.[Pd]. The product is [CH3:10][CH:6]([CH2:5][S:2]([CH3:1])(=[O:4])=[O:3])[C:7]([OH:9])=[O:8]. The yield is 0.960.